Dataset: Catalyst prediction with 721,799 reactions and 888 catalyst types from USPTO. Task: Predict which catalyst facilitates the given reaction. (1) Reactant: [OH:1][C:2]1[CH:3]=[C:4]([CH:7]=[CH:8][C:9]=1[N+:10]([O-:12])=[O:11])[CH:5]=[O:6].C(=O)([O-])[O-].[K+].[K+].I[CH2:20][CH3:21].O. Product: [CH2:20]([O:1][C:2]1[CH:3]=[C:4]([CH:7]=[CH:8][C:9]=1[N+:10]([O-:12])=[O:11])[CH:5]=[O:6])[CH3:21]. The catalyst class is: 3. (2) Reactant: [OH:1][C:2]1[C:11]2[C:6](=[CH:7][CH:8]=[CH:9][CH:10]=2)[CH:5]=[CH:4][C:3]=1[C:12]([OH:14])=[O:13].S(Cl)([Cl:18])(=O)=O. Product: [Cl:18][C:5]1[C:6]2[C:11](=[CH:10][CH:9]=[CH:8][CH:7]=2)[C:2]([OH:1])=[C:3]([C:12]([OH:14])=[O:13])[CH:4]=1. The catalyst class is: 22. (3) Reactant: Br[CH2:2][C:3]1[CH:4]=[CH:5][N:6]2[C:11]=1[C:10](Cl)=[N:9][CH:8]=[N:7]2.C([O-])(O)=O.[Na+].[O-:18]S([O-])(=O)=O.[Na+].[Na+].[F:25][C:26]1[CH:27]=[C:28]([CH:40]=[CH:41][CH:42]=1)[CH2:29][N:30]1[C:38]2[C:33](=[CH:34][C:35]([NH2:39])=[CH:36][CH:37]=2)[CH:32]=[N:31]1. Product: [F:25][C:26]1[CH:27]=[C:28]([CH:40]=[CH:41][CH:42]=1)[CH2:29][N:30]1[C:38]2[C:33](=[CH:34][C:35]([NH:39][C:10]3[C:11]4=[C:3]([CH2:2][OH:18])[CH:4]=[CH:5][N:6]4[N:7]=[CH:8][N:9]=3)=[CH:36][CH:37]=2)[CH:32]=[N:31]1. The catalyst class is: 47. (4) Reactant: Cl.[CH3:2][C:3]1[CH:8]=[CH:7][CH:6]=[CH:5][C:4]=1[CH2:9][C:10]([CH:12]1[CH2:17][CH2:16][NH:15][CH2:14][CH2:13]1)=[O:11].[C:18]([O:22][C:23]1[C:32]([CH:33]=O)=[N:31][C:30]2[C:25](=[CH:26][CH:27]=[CH:28][CH:29]=2)[N:24]=1)([CH3:21])([CH3:20])[CH3:19].[Na].C(=O)(O)[O-].[Na+]. Product: [C:18]([O:22][C:23]1[C:32]([CH2:33][N:15]2[CH2:14][CH2:13][CH:12]([C:10](=[O:11])[CH2:9][C:4]3[CH:5]=[CH:6][CH:7]=[CH:8][C:3]=3[CH3:2])[CH2:17][CH2:16]2)=[N:31][C:30]2[C:25]([N:24]=1)=[CH:26][CH:27]=[CH:28][CH:29]=2)([CH3:21])([CH3:20])[CH3:19]. The catalyst class is: 96. (5) Reactant: [CH2:1](I)[CH3:2].[C:4]([O:8][C:9]([CH:11]1[CH2:14][N:13]([C:15]2[NH:20][C:19](=[O:21])[C:18]([C:22]([O:24][CH2:25][CH3:26])=[O:23])=[CH:17][C:16]=2[C:27]#[N:28])[CH2:12]1)=[O:10])([CH3:7])([CH3:6])[CH3:5]. Product: [C:4]([O:8][C:9]([CH:11]1[CH2:12][N:13]([C:15]2[C:16]([C:27]#[N:28])=[CH:17][C:18]([C:22]([O:24][CH2:25][CH3:26])=[O:23])=[C:19]([O:21][CH2:1][CH3:2])[N:20]=2)[CH2:14]1)=[O:10])([CH3:5])([CH3:6])[CH3:7]. The catalyst class is: 23. (6) Reactant: [C:1]([O:5][C:6](=[O:24])[NH:7][C:8]1[CH:13]=[C:12]([O:14][CH2:15][C:16]([F:19])([F:18])[F:17])[C:11]([Cl:20])=[CH:10][C:9]=1[N+:21]([O-])=O)([CH3:4])([CH3:3])[CH3:2]. Product: [C:1]([O:5][C:6](=[O:24])[NH:7][C:8]1[CH:13]=[C:12]([O:14][CH2:15][C:16]([F:19])([F:17])[F:18])[C:11]([Cl:20])=[CH:10][C:9]=1[NH2:21])([CH3:4])([CH3:2])[CH3:3]. The catalyst class is: 553. (7) The catalyst class is: 19. Reactant: CO[N:3]=[C:4]1[C:13]2[C:8](=[CH:9][C:10]([C:14]([CH3:17])([CH3:16])[CH3:15])=[CH:11][CH:12]=2)[O:7][CH2:6][CH2:5]1.N. Product: [C:14]([C:10]1[CH:9]=[C:8]2[C:13]([CH:4]([NH2:3])[CH2:5][CH2:6][O:7]2)=[CH:12][CH:11]=1)([CH3:17])([CH3:15])[CH3:16]. (8) Reactant: [Cl:1][C:2]1[CH:7]=[CH:6][C:5]([C:8]2[C:13]([C:14](O)=[O:15])=[C:12]([CH3:17])[N:11]=[CH:10][CH:9]=2)=[C:4]([F:18])[CH:3]=1.C(Cl)(=O)C(Cl)=O.Cl.[CH3:26][NH2:27]. Product: [Cl:1][C:2]1[CH:7]=[CH:6][C:5]([C:8]2[C:13]([C:14]([NH:27][CH3:26])=[O:15])=[C:12]([CH3:17])[N:11]=[CH:10][CH:9]=2)=[C:4]([F:18])[CH:3]=1. The catalyst class is: 59. (9) Reactant: Cl[C:2]1[C:11]2[C:6](=[CH:7][CH:8]=[C:9]([O:12][CH3:13])[N:10]=2)[N:5]=[CH:4][CH:3]=1.C([NH:17]C(C)C)(C)C.F[P-](F)(F)(F)(F)F.N1(OC(N(C)C)=[N+](C)C)C2N=CC=CC=2N=N1. Product: [NH2:17][C:2]1[C:11]2[C:6](=[CH:7][CH:8]=[C:9]([O:12][CH3:13])[N:10]=2)[N:5]=[CH:4][CH:3]=1. The catalyst class is: 9. (10) Product: [N:36]1[NH:35][N:34]=[N:33][C:32]=1[C:28]1[CH:29]=[CH:30][C:31]2[N:19]([CH2:18][C:15]3[CH:14]=[CH:13][C:12]([C:11]([NH:10][CH:4]([CH2:5][C:6]([OH:8])=[O:7])[C:3]([OH:38])=[O:2])=[O:37])=[CH:17][CH:16]=3)[C:20]3[C:25]([C:26]=2[CH:27]=1)=[CH:24][CH:23]=[CH:22][CH:21]=3. Reactant: C[O:2][C:3](=[O:38])[CH:4]([NH:10][C:11](=[O:37])[C:12]1[CH:17]=[CH:16][C:15]([CH2:18][N:19]2[C:31]3[CH:30]=[CH:29][C:28]([C:32]4[N:33]=[N:34][NH:35][N:36]=4)=[CH:27][C:26]=3[C:25]3[C:20]2=[CH:21][CH:22]=[CH:23][CH:24]=3)=[CH:14][CH:13]=1)[CH2:5][C:6]([O:8]C)=[O:7].[OH-].[Na+].Cl. The catalyst class is: 7.